From a dataset of Forward reaction prediction with 1.9M reactions from USPTO patents (1976-2016). Predict the product of the given reaction. Given the reactants Br[C:2]1[CH:14]=[C:13]2[C:5]([C:6]3[C:7](=[O:30])[C:8]4[CH:20]=[CH:19][C:18]([O:21][CH2:22][C@H:23]5[CH2:27][O:26][C:25]([CH3:29])([CH3:28])[O:24]5)=[CH:17][C:9]=4[C:10]([CH3:16])([CH3:15])[C:11]=3[NH:12]2)=[CH:4][CH:3]=1.[S:31]1[CH:35]=[CH:34][C:33](B(O)O)=[CH:32]1.[O-]P([O-])([O-])=O.[K+].[K+].[K+], predict the reaction product. The product is: [CH3:29][C:25]1([CH3:28])[O:24][C@@H:23]([CH2:22][O:21][C:18]2[CH:19]=[CH:20][C:8]3[C:7](=[O:30])[C:6]4[C:5]5[C:13](=[CH:14][C:2]([C:33]6[CH:34]=[CH:35][S:31][CH:32]=6)=[CH:3][CH:4]=5)[NH:12][C:11]=4[C:10]([CH3:15])([CH3:16])[C:9]=3[CH:17]=2)[CH2:27][O:26]1.